This data is from Forward reaction prediction with 1.9M reactions from USPTO patents (1976-2016). The task is: Predict the product of the given reaction. (1) Given the reactants [I:1][C:2]1[C:10]2[C:5](=[N:6][CH:7]=[N:8][C:9]=2[NH2:11])[NH:4][N:3]=1.C(=O)([O-])[O-].[Cs+].[Cs+].[I-].[K+].[Cl:20][C:21]1[C:22]([CH3:44])=[C:23]([C:33]2[CH:34]=[CH:35][C:36]([C:39]([N:41]([CH3:43])[CH3:42])=[O:40])=[N:37][CH:38]=2)[C:24]([O:30][CH2:31][CH3:32])=[C:25]([CH:27](Cl)[CH3:28])[CH:26]=1, predict the reaction product. The product is: [NH2:11][C:9]1[N:8]=[CH:7][N:6]=[C:5]2[N:4]([CH:27]([C:25]3[C:24]([O:30][CH2:31][CH3:32])=[C:23]([C:33]4[CH:34]=[CH:35][C:36]([C:39]([N:41]([CH3:42])[CH3:43])=[O:40])=[N:37][CH:38]=4)[C:22]([CH3:44])=[C:21]([Cl:20])[CH:26]=3)[CH3:28])[N:3]=[C:2]([I:1])[C:10]=12. (2) Given the reactants [C:1]([O:5][C:6]([NH:8][C@@H:9]1[CH2:14][CH2:13][CH2:12][N:11]([C:15]2[N:23]([CH2:24][C:25]3[CH:30]=[C:29]([F:31])[CH:28]=[CH:27][C:26]=3[Cl:32])[C:22]3[C:21](=[O:33])[NH:20][C:19](=[O:34])[N:18]([CH3:35])[C:17]=3[C:16]=2[C:36]([O:38][CH3:39])=[O:37])[CH2:10]1)=[O:7])([CH3:4])([CH3:3])[CH3:2].Br[CH2:41][C:42]([C:44]1[CH:49]=[CH:48][CH:47]=[CH:46][CH:45]=1)=[O:43].C(=O)([O-])[O-].[K+].[K+].O, predict the reaction product. The product is: [C:1]([O:5][C:6]([NH:8][C@@H:9]1[CH2:14][CH2:13][CH2:12][N:11]([C:15]2[N:23]([CH2:24][C:25]3[CH:30]=[C:29]([F:31])[CH:28]=[CH:27][C:26]=3[Cl:32])[C:22]3[C:21](=[O:33])[N:20]([CH2:41][C:42](=[O:43])[C:44]4[CH:49]=[CH:48][CH:47]=[CH:46][CH:45]=4)[C:19](=[O:34])[N:18]([CH3:35])[C:17]=3[C:16]=2[C:36]([O:38][CH3:39])=[O:37])[CH2:10]1)=[O:7])([CH3:4])([CH3:3])[CH3:2]. (3) Given the reactants [CH:1]12[CH2:10][CH:5]3[CH2:6][CH:7]([CH2:9][CH:3]([CH2:4]3)[CH:2]1[NH:11][C:12]([C@H:14]1[CH2:19][NH:18][CH2:17][CH2:16][N:15]1[CH2:20][CH:21]1[CH2:25][CH2:24][CH2:23][CH2:22]1)=[O:13])[CH2:8]2.C=O.[CH:28](O)=O, predict the reaction product. The product is: [CH:1]12[CH2:10][CH:5]3[CH2:6][CH:7]([CH2:9][CH:3]([CH2:4]3)[CH:2]1[NH:11][C:12]([C@H:14]1[CH2:19][N:18]([CH3:28])[CH2:17][CH2:16][N:15]1[CH2:20][CH:21]1[CH2:25][CH2:24][CH2:23][CH2:22]1)=[O:13])[CH2:8]2. (4) Given the reactants [C:1]([O:5][C:6](=[O:13])[CH:7]([CH2:11][Br:12])[CH:8]([CH3:10])[CH3:9])([CH3:4])([CH3:3])[CH3:2].Br[CH2:15][CH:16](C1C=CC=CC=1)[C:17](O)=O, predict the reaction product. The product is: [C:1]([O:5][C:6](=[O:13])[CH:7]([C:8]1[CH:9]=[CH:17][CH:16]=[CH:15][CH:10]=1)[CH2:11][Br:12])([CH3:3])([CH3:2])[CH3:4]. (5) Given the reactants C1(P(C2C=CC=CC=2)(S)=[S:8])C=CC=CC=1.[CH2:16]([O:18][C:19](=[O:24])[CH:20]([C:22]#[N:23])[CH3:21])[CH3:17].CCOC(C)=O, predict the reaction product. The product is: [NH2:23][C:22](=[S:8])[CH:20]([CH3:21])[C:19]([O:18][CH2:16][CH3:17])=[O:24]. (6) Given the reactants [Br:1][C:2]1[CH:7]=[CH:6][C:5]([C:8](=O)[CH2:9][CH2:10][CH2:11][CH2:12][CH2:13][CH2:14][CH2:15][CH2:16][CH3:17])=[C:4](F)[CH:3]=1.C([O-])([O-])=O.[K+].[K+].[SH:26][CH2:27][C:28]([O:30][CH2:31][CH3:32])=[O:29], predict the reaction product. The product is: [Br:1][C:2]1[CH:7]=[CH:6][C:5]2[C:8]([CH2:9][CH2:10][CH2:11][CH2:12][CH2:13][CH2:14][CH2:15][CH2:16][CH3:17])=[C:27]([C:28]([O:30][CH2:31][CH3:32])=[O:29])[S:26][C:4]=2[CH:3]=1. (7) Given the reactants [N:1]1([C:7]2[CH:19]=[C:18]([C:20]([O:22][CH3:23])=[O:21])[C:10]3[NH:11][C:12]([C:14]([F:17])([F:16])[F:15])=[N:13][C:9]=3[CH:8]=2)[CH2:6][CH2:5][O:4][CH2:3][CH2:2]1.C(=O)([O-])[O-].[K+].[K+].Br[CH2:31][C:32]1[CH:37]=[CH:36][CH:35]=[C:34]([C:38]([F:41])([F:40])[F:39])[C:33]=1[CH3:42], predict the reaction product. The product is: [CH3:42][C:33]1[C:34]([C:38]([F:39])([F:40])[F:41])=[CH:35][CH:36]=[CH:37][C:32]=1[CH2:31][N:13]1[C:9]2[CH:8]=[C:7]([N:1]3[CH2:6][CH2:5][O:4][CH2:3][CH2:2]3)[CH:19]=[C:18]([C:20]([O:22][CH3:23])=[O:21])[C:10]=2[N:11]=[C:12]1[C:14]([F:17])([F:15])[F:16]. (8) Given the reactants [NH:1]1[C:9]2[C:4](=[CH:5][C:6]([C:10]3[C:18]4[C:13](=[N:14][CH:15]=[C:16]([C:19]5[CH:26]=[CH:25][C:22](C=O)=[CH:21][CH:20]=5)[CH:17]=4)[N:12](S(C4C=CC(C)=CC=4)(=O)=O)[CH:11]=3)=[CH:7][CH:8]=2)[CH:3]=[CH:2]1.[CH3:37][N:38]1[CH2:43][CH2:42][NH:41][CH2:40][CH2:39]1.[C:44](O[BH-](OC(=O)C)OC(=O)C)(=O)C.[Na+], predict the reaction product. The product is: [NH:1]1[C:9]2[C:4](=[CH:5][C:6]([C:10]3[C:18]4[C:13](=[N:14][CH:15]=[C:16]([C:19]5[CH:26]=[CH:25][C:22]([CH2:37][N:38]6[CH2:43][CH2:42][N:41]([CH3:44])[CH2:40][CH2:39]6)=[CH:21][CH:20]=5)[CH:17]=4)[NH:12][CH:11]=3)=[CH:7][CH:8]=2)[CH:3]=[CH:2]1.